Dataset: Forward reaction prediction with 1.9M reactions from USPTO patents (1976-2016). Task: Predict the product of the given reaction. (1) Given the reactants [CH2:1]([N:8]1[C:13](=[O:14])[C:12]([C:15]2[CH:20]=[CH:19][C:18]([F:21])=[CH:17][CH:16]=2)=[C:11]([C:22]2[CH:27]=[CH:26][C:25]([S:28][CH3:29])=[CH:24][CH:23]=2)[CH:10]=[N:9]1)[C:2]1[CH:7]=[CH:6][CH:5]=[CH:4][CH:3]=1.[OH:30]C1C(OS(C2C=CC(C)=CC=2)(=O)=O)=C(I)C=CC=1, predict the reaction product. The product is: [CH2:1]([N:8]1[C:13](=[O:14])[C:12]([C:15]2[CH:20]=[CH:19][C:18]([F:21])=[CH:17][CH:16]=2)=[C:11]([C:22]2[CH:23]=[CH:24][C:25]([S:28]([CH3:29])=[O:30])=[CH:26][CH:27]=2)[CH:10]=[N:9]1)[C:2]1[CH:3]=[CH:4][CH:5]=[CH:6][CH:7]=1. (2) Given the reactants C1(C)C=CC(S([O-])(=O)=O)=CC=1.[CH3:12][N+:13]1[C:22]2[C:17](=[CH:18][CH:19]=[CH:20][CH:21]=2)[CH:16]=[CH:15][C:14]=1SC.[C:25]([C:28]1[CH:29]=[CH:30][C:31]([NH:48][CH2:49][CH3:50])=[C:32]([N:34]=[C:35]2[N:39]([CH2:40][C:41]3[CH:46]=[CH:45][CH:44]=[CH:43][CH:42]=3)[C:38](=[O:47])[CH2:37][S:36]2)[CH:33]=1)(=[O:27])[CH3:26], predict the reaction product. The product is: [C:25]([C:28]1[CH:29]=[CH:30][C:31]([NH:48][CH2:49][CH3:50])=[C:32]([N:34]=[C:35]2[N:39]([CH2:40][C:41]3[CH:42]=[CH:43][CH:44]=[CH:45][CH:46]=3)[C:38](=[O:47])[C:37](=[C:14]3[CH:15]=[CH:16][C:17]4[C:22](=[CH:21][CH:20]=[CH:19][CH:18]=4)[N:13]3[CH3:12])[S:36]2)[CH:33]=1)(=[O:27])[CH3:26]. (3) The product is: [Br:10][C:11]1[C:12]([NH:18][CH2:19][C@@H:20]([NH:21][C:22](=[O:28])[O:23][C:24]([CH3:25])([CH3:26])[CH3:27])[CH:2]([CH3:3])[CH3:7])=[N:13][C:14]([Cl:17])=[N:15][CH:16]=1. Given the reactants Br[C:2]1[C:3](Cl)=NC(Cl)=N[CH:7]=1.[Br:10][C:11]1[C:12]([NH:18][CH:19](C(C)C)[CH2:20][NH:21][C:22](=[O:28])[O:23][C:24]([CH3:27])([CH3:26])[CH3:25])=[N:13][C:14]([Cl:17])=[N:15][CH:16]=1, predict the reaction product.